From a dataset of Catalyst prediction with 721,799 reactions and 888 catalyst types from USPTO. Predict which catalyst facilitates the given reaction. (1) Reactant: [H-].[H-].[H-].[H-].[Li+].[Al+3].[CH:7](=[N:9]/[NH:10][C:11]([O:13][CH2:14][C:15]1[CH:20]=[CH:19][CH:18]=[CH:17][CH:16]=1)=[O:12])\[CH3:8].O.[OH-].[Na+]. Product: [CH2:7]([NH:9][NH:10][C:11]([O:13][CH2:14][C:15]1[CH:20]=[CH:19][CH:18]=[CH:17][CH:16]=1)=[O:12])[CH3:8]. The catalyst class is: 1. (2) Reactant: I[CH2:2][I:3].N[C:5]1[C:6](C)=[C:7]([CH:12]=[C:13]([C:15]#[N:16])[CH:14]=1)[C:8]([O:10][CH3:11])=[O:9].N(OC(C)(C)C)=O. Product: [C:15]([C:13]1[CH:14]=[C:2]([I:3])[C:6]([CH3:5])=[C:7]([CH:12]=1)[C:8]([O:10][CH3:11])=[O:9])#[N:16]. The catalyst class is: 10.